Dataset: Full USPTO retrosynthesis dataset with 1.9M reactions from patents (1976-2016). Task: Predict the reactants needed to synthesize the given product. (1) Given the product [C:37]([O:40][CH2:41][C:42]([NH:1][C:2]1[CH:29]=[CH:28][C:5]([C:6]([NH:8][C:9]2[S:13][C:12]([NH:14][C:15]3[CH:24]=[CH:23][C:22]4[C:17](=[CH:18][CH:19]=[CH:20][CH:21]=4)[CH:16]=3)=[N:11][C:10]=2[C:25]([NH2:27])=[O:26])=[O:7])=[CH:4][CH:3]=1)=[O:43])(=[O:39])[CH3:38], predict the reactants needed to synthesize it. The reactants are: [NH2:1][C:2]1[CH:29]=[CH:28][C:5]([C:6]([NH:8][C:9]2[S:13][C:12]([NH:14][C:15]3[CH:24]=[CH:23][C:22]4[C:17](=[CH:18][CH:19]=[CH:20][CH:21]=4)[CH:16]=3)=[N:11][C:10]=2[C:25]([NH2:27])=[O:26])=[O:7])=[CH:4][CH:3]=1.CCN(CC)CC.[C:37]([O:40][CH2:41][C:42](Cl)=[O:43])(=[O:39])[CH3:38]. (2) Given the product [NH2:22][C:5]1[CH:6]=[CH:7][C:8]([C@H:11]2[CH2:12][CH2:13][C@H:14]([C:17]([O:19][CH2:20][CH3:21])=[O:18])[CH2:15][CH2:16]2)=[C:9]2[C:4]=1[C:3](=[O:25])[N:2]([CH3:1])[CH2:10]2, predict the reactants needed to synthesize it. The reactants are: [CH3:1][N:2]1[CH2:10][C:9]2[C:4](=[C:5]([N+:22]([O-])=O)[CH:6]=[CH:7][C:8]=2[C:11]2[CH2:16][CH2:15][CH:14]([C:17]([O:19][CH2:20][CH3:21])=[O:18])[CH2:13][CH:12]=2)[C:3]1=[O:25].CCO. (3) Given the product [Br:38][C:14]1[C:15]2[C:20](=[CH:19][C:18]([CH2:23][NH:24][C:25]([C:27]3[C:31]4[CH:32]=[CH:33][CH:34]=[CH:35][C:30]=4[O:29][C:28]=3[CH2:36][CH3:37])=[O:26])=[CH:17][CH:16]=2)[CH:21]=[CH:22][C:13]=1[O:12][CH:4]([CH2:5][C:6]1[CH:7]=[CH:8][CH:9]=[CH:10][CH:11]=1)[C:3]([OH:39])=[O:2], predict the reactants needed to synthesize it. The reactants are: C[O:2][C:3](=[O:39])[CH:4]([O:12][C:13]1[CH:22]=[CH:21][C:20]2[C:15](=[CH:16][CH:17]=[C:18]([CH2:23][NH:24][C:25]([C:27]3[C:31]4[CH:32]=[CH:33][CH:34]=[CH:35][C:30]=4[O:29][C:28]=3[CH2:36][CH3:37])=[O:26])[CH:19]=2)[C:14]=1[Br:38])[CH2:5][C:6]1[CH:11]=[CH:10][CH:9]=[CH:8][CH:7]=1.[OH-].[Na+].O.Cl. (4) The reactants are: [CH3:1][C:2]1([CH3:22])[N:6]([C:7]([O:9][CH2:10][C:11]2[CH:16]=[CH:15][CH:14]=[CH:13][CH:12]=2)=[O:8])[CH:5]([C:17]([O:19][CH3:20])=[O:18])[C:4](=[O:21])[CH2:3]1.[CH3:23][N:24]([CH:26](OC)OC)[CH3:25]. Given the product [CH3:23][N:24](/[CH:26]=[C:3]1\[C:4](=[O:21])[CH:5]([C:17]([O:19][CH3:20])=[O:18])[N:6]([C:7]([O:9][CH2:10][C:11]2[CH:12]=[CH:13][CH:14]=[CH:15][CH:16]=2)=[O:8])[C:2]\1([CH3:22])[CH3:1])[CH3:25], predict the reactants needed to synthesize it. (5) Given the product [CH2:11]([C:23]1[C:22]([OH:29])=[C:2]([C:1]([OH:4])=[O:3])[C:21]2[C:25](=[CH:26][CH:27]=[C:19]([F:18])[CH:20]=2)[N:24]=1)[CH3:12], predict the reactants needed to synthesize it. The reactants are: [C:1]([O:4]CC(=O)CC)(=[O:3])[CH3:2].Br[CH2:11][C:12](=O)CC.[OH-].[K+].[F:18][C:19]1[CH:20]=[C:21]2[C:25](=[CH:26][CH:27]=1)[NH:24][C:23](=O)[C:22]2=[O:29]. (6) Given the product [CH3:26][C@H:20]([C@@H:19]([O:18][CH:17]1[CH2:16][CH2:15][CH2:14][CH2:13][O:8]1)[CH3:27])[CH2:21][C:22]([O:24][CH3:25])=[O:23], predict the reactants needed to synthesize it. The reactants are: [C:15]1(C)[CH:16]=[CH:17]C(S([O-])(=[O:8])=[O:8])=[CH:13][CH:14]=1.[NH+]1[CH:17]=[CH:16][CH:15]=[CH:14][CH:13]=1.[OH:18][C@@H:19]([CH3:27])[C@@H:20]([CH3:26])[CH2:21][C:22]([O:24][CH3:25])=[O:23].